Dataset: Reaction yield outcomes from USPTO patents with 853,638 reactions. Task: Predict the reaction yield, written as a fraction of the theoretical maximum amount of product (1.0 means a 100% yield; for example, 0.34 means a 34% yield). (1) The product is [Si:22]([O:1][CH2:2][C:3]1[CH:12]=[CH:11][C:6]2[NH:7][C:8](=[O:10])[O:9][C:5]=2[CH:4]=1)([C:18]([CH3:21])([CH3:20])[CH3:19])([C:29]1[CH:30]=[CH:31][CH:32]=[CH:33][CH:34]=1)[C:23]1[CH:28]=[CH:27][CH:26]=[CH:25][CH:24]=1. The yield is 0.540. The catalyst is CN(C=O)C.CCOCC.C(Cl)Cl. The reactants are [OH:1][CH2:2][C:3]1[CH:12]=[CH:11][C:6]2[NH:7][C:8](=[O:10])[O:9][C:5]=2[CH:4]=1.N1C=CN=C1.[C:18]([Si:22](Cl)([C:29]1[CH:34]=[CH:33][CH:32]=[CH:31][CH:30]=1)[C:23]1[CH:28]=[CH:27][CH:26]=[CH:25][CH:24]=1)([CH3:21])([CH3:20])[CH3:19].O. (2) The reactants are [Cl:1][C:2]1[CH:7]=[CH:6][C:5]([NH:8][C:9]2[S:10][CH:11]=[CH:12][N:13]=2)=[CH:4][C:3]=1[OH:14].[C:15]([O-])([O-])=O.[Cs+].[Cs+].[O:21]1[CH:25]=[CH:24][CH:23]=[C:22]1CBr.CCOCC. The catalyst is CC(C)=O. The product is [Cl:1][C:2]1[CH:7]=[CH:6][C:5]([NH:8][C:9]2[S:10][CH:11]=[CH:12][N:13]=2)=[CH:4][C:3]=1[O:14][CH2:15][C:23]1[CH:24]=[CH:25][O:21][CH:22]=1. The yield is 0.620. (3) The reactants are FC(F)(F)S(O[C:7]1[CH:12]=[CH:11][C:10]([S:13][C:14]2[CH:19]=[CH:18][C:17]([C:20]#[N:21])=[CH:16][CH:15]=2)=[CH:9][C:8]=1[CH:22]=[O:23])(=O)=O.[B:26]1([B:26]2[O:30][C:29]([CH3:32])([CH3:31])[C:28]([CH3:34])([CH3:33])[O:27]2)[O:30][C:29]([CH3:32])([CH3:31])[C:28]([CH3:34])([CH3:33])[O:27]1.CC([O-])=O.[K+]. The catalyst is O1CCOCC1.C1C=CC(P(C2C=CC=CC=2)[C-]2C=CC=C2)=CC=1.C1C=CC(P(C2C=CC=CC=2)[C-]2C=CC=C2)=CC=1.Cl[Pd]Cl.[Fe+2]. The product is [CH:22]([C:8]1[CH:9]=[C:10]([S:13][C:14]2[CH:19]=[CH:18][C:17]([C:20]#[N:21])=[CH:16][CH:15]=2)[CH:11]=[CH:12][C:7]=1[B:26]1[O:30][C:29]([CH3:32])([CH3:31])[C:28]([CH3:34])([CH3:33])[O:27]1)=[O:23]. The yield is 0.730. (4) The reactants are [CH3:1][N:2]1[CH:6]=[CH:5][N:4]=[CH:3]1.[Li]CCCC.[C:12]1([S:18][S:18][C:12]2[CH:17]=[CH:16][CH:15]=[CH:14][CH:13]=2)[CH:17]=[CH:16][CH:15]=[CH:14][CH:13]=1.[I:26]I.S(=O)(O)[O-].[Na+]. The catalyst is C1COCC1.CCOCC. The product is [I:26][C:6]1[N:2]([CH3:1])[C:3]([S:18][C:12]2[CH:17]=[CH:16][CH:15]=[CH:14][CH:13]=2)=[N:4][CH:5]=1. The yield is 0.250. (5) The reactants are [CH3:1][O:2][C:3]1[C:4](B(O)O)=[CH:5][C:6]2[C:11]([CH:12]=1)=[CH:10][CH:9]=[CH:8][CH:7]=2.[F:16][C:17]1[CH:22]=[CH:21][CH:20]=[CH:19][C:18]=1Br.C(=O)([O-])[O-].[Na+].[Na+]. The catalyst is COCCOC. The product is [CH3:1][O:2][C:3]1[C:4]([C:18]2[CH:19]=[CH:20][CH:21]=[CH:22][C:17]=2[F:16])=[CH:5][C:6]2[C:11](=[CH:10][CH:9]=[CH:8][CH:7]=2)[CH:12]=1. The yield is 0.750.